From a dataset of Catalyst prediction with 721,799 reactions and 888 catalyst types from USPTO. Predict which catalyst facilitates the given reaction. (1) Reactant: N[C:2]([C:4]1[CH:9]=[CH:8][C:7](B(O)O)=[CH:6][C:5]=1Cl)=[O:3].I[C:15]1[C:23]2[C:18](=[N:19][CH:20]=[N:21][C:22]=2[NH2:24])[N:17]([CH:25]([CH3:27])[CH3:26])[N:16]=1.C([O-])([O-])=O.[Na+].[Na+]. Product: [NH2:24][C:22]1[N:21]=[CH:20][N:19]=[C:18]2[N:17]([CH:25]([CH3:27])[CH3:26])[N:16]=[C:15]([C:6]3[CH:5]=[C:4]([CH2:2][OH:3])[CH:9]=[CH:8][CH:7]=3)[C:23]=12. The catalyst class is: 414. (2) Reactant: [Cl:1][C:2]1[C:3]([CH3:11])=[C:4]([CH:8]=[CH:9][CH:10]=1)[C:5]([OH:7])=[O:6].[CH3:12]O. Product: [Cl:1][C:2]1[C:3]([CH3:11])=[C:4]([CH:8]=[CH:9][CH:10]=1)[C:5]([O:7][CH3:12])=[O:6]. The catalyst class is: 65. (3) Product: [OH:14][C:13]1[N:9]([C:5]2[CH:4]=[C:3]([C:1]#[N:2])[CH:8]=[CH:7][N:6]=2)[N:10]=[CH:11][C:12]=1[CH3:18]. The catalyst class is: 8. Reactant: [C:1]([C:3]1[CH:8]=[CH:7][N:6]=[C:5]([NH:9][NH:10]/[CH:11]=[C:12](\[CH3:18])/[C:13](OCC)=[O:14])[CH:4]=1)#[N:2].CC([O-])(C)C.[K+]. (4) Reactant: C([O:5][C:6](=[O:16])[C@@H:7]([CH2:9][C:10]1[CH:15]=[CH:14][CH:13]=[CH:12][CH:11]=1)[NH2:8])(C)(C)C.CN(C(ON1N=NC2C=CC=NC1=2)=[N+](C)C)C.F[P-](F)(F)(F)(F)F.CCN(C(C)C)C(C)C.[Cl:50][C:51]1[C:52]2[CH:62]=[CH:61][C:60]([CH3:63])=[CH:59][C:53]=2[S:54][C:55]=1[C:56](O)=[O:57].C(O)(C(F)(F)F)=O. Product: [Cl:50][C:51]1[C:52]2[CH:62]=[CH:61][C:60]([CH3:63])=[CH:59][C:53]=2[S:54][C:55]=1[C:56]([NH:8][C@H:7]([CH2:9][C:10]1[CH:11]=[CH:12][CH:13]=[CH:14][CH:15]=1)[C:6]([OH:5])=[O:16])=[O:57]. The catalyst class is: 4. (5) Reactant: Cl.[NH2:2]O.Cl.[CH3:5][O:6][C:7]1[C:16]2[O:17][C:18]([CH3:21])([CH3:20])[CH2:19][C:15]=2[C:14]2[C:13]([C:22]3[CH:27]=[CH:26][CH:25]=[CH:24][CH:23]=3)=[N:12][C:11]([CH3:29])([CH3:28])[CH2:10][C:9]=2[C:8]=1[CH:30]=O.O.N. Product: [CH3:5][O:6][C:7]1[C:16]2[O:17][C:18]([CH3:21])([CH3:20])[CH2:19][C:15]=2[C:14]2[C:13]([C:22]3[CH:23]=[CH:24][CH:25]=[CH:26][CH:27]=3)=[N:12][C:11]([CH3:28])([CH3:29])[CH2:10][C:9]=2[C:8]=1[C:30]#[N:2]. The catalyst class is: 106. (6) Reactant: [C:1](OC(=O)C)(=[O:3])[CH3:2].[CH:8]([O:11][C:12]([N:14]1[C:23]2[C:18](=[CH:19][CH:20]=[C:21]([CH3:24])[N:22]=2)[CH:17]([NH:25][CH2:26][C:27]2[CH:32]=[C:31]([C:33]([F:36])([F:35])[F:34])[CH:30]=[C:29]([C:37]([F:40])([F:39])[F:38])[CH:28]=2)[CH2:16][CH:15]1[CH2:41][CH3:42])=[O:13])([CH3:10])[CH3:9].N1C=CC=CC=1. Product: [CH:8]([O:11][C:12]([N:14]1[C:23]2[C:18](=[CH:19][CH:20]=[C:21]([CH3:24])[N:22]=2)[CH:17]([N:25]([C:1](=[O:3])[CH3:2])[CH2:26][C:27]2[CH:28]=[C:29]([C:37]([F:40])([F:39])[F:38])[CH:30]=[C:31]([C:33]([F:34])([F:35])[F:36])[CH:32]=2)[CH2:16][CH:15]1[CH2:41][CH3:42])=[O:13])([CH3:10])[CH3:9]. The catalyst class is: 4.